This data is from Catalyst prediction with 721,799 reactions and 888 catalyst types from USPTO. The task is: Predict which catalyst facilitates the given reaction. (1) Reactant: [C:1]([OH:7])([C:3]([F:6])([F:5])[F:4])=[O:2].[CH3:8][N:9]([CH3:26])[CH2:10][CH2:11][N:12]1[CH2:17][CH2:16][N:15](C(OC(C)(C)C)=O)[CH2:14][C:13]1=[O:25]. Product: [CH3:8][N:9]([CH3:26])[CH2:10][CH2:11][N:12]1[CH2:17][CH2:16][NH:15][CH2:14][C:13]1=[O:25].[C:1]([OH:7])([C:3]([F:6])([F:5])[F:4])=[O:2]. The catalyst class is: 2. (2) Reactant: [C:1]([N:5]1[CH2:9][CH2:8][N:7]([CH2:10][CH3:11])[C:6]1=[Cu-2:12]Cl)([CH3:4])([CH3:3])[CH3:2].[CH3:14][Si:15]([N-:18][Si:19]([CH3:22])([CH3:21])[CH3:20])([CH3:17])[CH3:16].[Na+].C[Si]([N-][Si](C)(C)C)(C)C.N1CCNC1=[Cu]Cl. Product: [CH3:14][Si:15]([CH3:17])([CH3:16])[N-:18][Si:19]([CH3:22])([CH3:21])[CH3:20].[C:1]([N:5]1[CH2:9][CH2:8][N:7]([CH2:10][CH3:11])[C:6]1=[Cu-:12])([CH3:4])([CH3:3])[CH3:2]. The catalyst class is: 11.